This data is from Reaction yield outcomes from USPTO patents with 853,638 reactions. The task is: Predict the reaction yield, written as a fraction of the theoretical maximum amount of product (1.0 means a 100% yield; for example, 0.34 means a 34% yield). The reactants are Cl[CH2:2][C:3]1[CH:8]=[C:7]([C:9]([NH:11][C:12]2[S:13][C:14]([C:22]3[CH:27]=[CH:26][N:25]=[CH:24][CH:23]=3)=[C:15]([C:17]3[O:18][CH:19]=[CH:20][CH:21]=3)[N:16]=2)=[O:10])[CH:6]=[CH:5][N:4]=1.[CH3:28][N:29]([CH3:34])[CH2:30][CH2:31][NH:32][CH3:33]. No catalyst specified. The product is [CH3:28][N:29]([CH3:34])[CH2:30][CH2:31][N:32]([CH2:2][C:3]1[CH:8]=[C:7]([C:9]([NH:11][C:12]2[S:13][C:14]([C:22]3[CH:27]=[CH:26][N:25]=[CH:24][CH:23]=3)=[C:15]([C:17]3[O:18][CH:19]=[CH:20][CH:21]=3)[N:16]=2)=[O:10])[CH:6]=[CH:5][N:4]=1)[CH3:33]. The yield is 0.400.